Dataset: Reaction yield outcomes from USPTO patents with 853,638 reactions. Task: Predict the reaction yield, written as a fraction of the theoretical maximum amount of product (1.0 means a 100% yield; for example, 0.34 means a 34% yield). (1) The reactants are [F:1][C:2]1[CH:11]=[C:10]2[C:5]([CH:6]=[CH:7][C:8](=[O:12])[NH:9]2)=[CH:4][CH:3]=1.[F:13][C:14]([F:27])([F:26])[S:15](O[S:15]([C:14]([F:27])([F:26])[F:13])(=[O:17])=[O:16])(=[O:17])=[O:16]. The catalyst is N1C=CC=CC=1. The product is [F:13][C:14]([F:27])([F:26])[S:15]([O:12][C:8]1[CH:7]=[CH:6][C:5]2[C:10](=[CH:11][C:2]([F:1])=[CH:3][CH:4]=2)[N:9]=1)(=[O:17])=[O:16]. The yield is 0.860. (2) The catalyst is ClCCl. The yield is 0.870. The reactants are C1(P(C2C=CC=CC=2)C2C=CC=CC=2)C=CC=CC=1.[OH:20][CH2:21][CH2:22][C:23]1[CH:28]=[CH:27][C:26]([NH:29][C:30](=[O:34])[CH:31]([CH3:33])[CH3:32])=[CH:25][CH:24]=1.[CH2:35]([O:37][C:38](=[O:51])[C@@H:39]([O:48][CH2:49][CH3:50])[CH2:40][C:41]1[CH:46]=[CH:45][C:44](O)=[CH:43][CH:42]=1)[CH3:36].N(C(N1CCCCC1)=O)=NC(N1CCCCC1)=O. The product is [CH2:35]([O:37][C:38](=[O:51])[C@@H:39]([O:48][CH2:49][CH3:50])[CH2:40][C:41]1[CH:46]=[CH:45][C:44]([O:20][CH2:21][CH2:22][C:23]2[CH:28]=[CH:27][C:26]([NH:29][C:30](=[O:34])[CH:31]([CH3:32])[CH3:33])=[CH:25][CH:24]=2)=[CH:43][CH:42]=1)[CH3:36]. (3) The reactants are Cl[C:2]1[N:7]=[C:6]([NH:8][C:9]2[CH:18]=[CH:17][CH:16]=[CH:15][C:10]=2[C:11]([NH:13][CH3:14])=[O:12])[C:5]([Cl:19])=[CH:4][N:3]=1.[N+:20]([C:23]1[CH:24]=[C:25]([CH:27]=[C:28]([C:30]([F:33])([F:32])[F:31])[CH:29]=1)[NH2:26])([O-:22])=[O:21].CC1C=CC(S(O)(=O)=O)=CC=1. The catalyst is CC(O)C. The product is [Cl:19][C:5]1[C:6]([NH:8][C:9]2[CH:18]=[CH:17][CH:16]=[CH:15][C:10]=2[C:11]([NH:13][CH3:14])=[O:12])=[N:7][C:2]([NH:26][C:25]2[CH:27]=[C:28]([C:30]([F:33])([F:32])[F:31])[CH:29]=[C:23]([N+:20]([O-:22])=[O:21])[CH:24]=2)=[N:3][CH:4]=1. The yield is 0.510. (4) The reactants are N[C:2]1[CH:29]=[CH:28][C:5]([CH2:6][CH2:7][N:8]2[CH2:13][CH2:12][CH:11]([C:14]([C:22]3[CH:27]=[CH:26][CH:25]=[CH:24][CH:23]=3)([C:16]3[CH:21]=[CH:20][CH:19]=[CH:18][CH:17]=3)[OH:15])[CH2:10][CH2:9]2)=[CH:4][CH:3]=1.[C:30](O)(=O)C.C=O.[C:36]([BH3-])#[N:37].[Na+]. The catalyst is O. The product is [CH3:30][N:37]([CH3:36])[C:2]1[CH:29]=[CH:28][C:5]([CH2:6][CH2:7][N:8]2[CH2:13][CH2:12][CH:11]([C:14]([C:22]3[CH:27]=[CH:26][CH:25]=[CH:24][CH:23]=3)([C:16]3[CH:21]=[CH:20][CH:19]=[CH:18][CH:17]=3)[OH:15])[CH2:10][CH2:9]2)=[CH:4][CH:3]=1. The yield is 0.840. (5) The reactants are [OH:1][C:2]1[CH:3]=[C:4]([CH:9]=[CH:10][CH:11]=1)[C:5](OC)=O.S(C1C=CC(C)=CC=1)(O)(=O)=O.[NH2:23][CH2:24][CH2:25][NH2:26].[OH-].[Na+]. No catalyst specified. The product is [OH:1][C:2]1[CH:3]=[C:4]([C:5]2[NH:23][CH2:24][CH2:25][N:26]=2)[CH:9]=[CH:10][CH:11]=1. The yield is 0.220. (6) The reactants are [CH3:1][CH:2]1[CH2:7][CH2:6][CH:5]([O:8][C:9]2[CH:18]=[CH:17][CH:16]=[C:15]3[C:10]=2[CH:11]=[CH:12][C:13]([CH2:19]OS(C)(=O)=O)=[CH:14]3)[CH2:4][CH2:3]1.Cl.C[O:27][C:28]([CH:30]1[CH2:36][CH:35]2[NH:37][CH:32]([CH2:33][CH2:34]2)[CH2:31]1)=[O:29].C(=O)([O-])[O-].[Cs+].[Cs+].O1CCCC1.[OH-].[Li+].O. The catalyst is CN(C=O)C.CCOC(C)=O. The product is [CH3:1][C@@H:2]1[CH2:7][CH2:6][C@H:5]([O:8][C:9]2[CH:18]=[CH:17][CH:16]=[C:15]3[C:10]=2[CH:11]=[CH:12][C:13]([CH2:19][N:37]2[CH:35]4[CH2:34][CH2:33][CH:32]2[CH2:31][CH:30]([C:28]([OH:27])=[O:29])[CH2:36]4)=[CH:14]3)[CH2:4][CH2:3]1. The yield is 0.640. (7) The reactants are [NH2:1][C:2]1[C:7]([Cl:8])=[CH:6][CH:5]=[CH:4][N:3]=1.Br[CH2:10][C:11]([C:13]1[CH:18]=[CH:17][C:16]([F:19])=[CH:15][CH:14]=1)=O.C(=O)(O)[O-].[Na+]. The catalyst is C(O)C. The product is [Cl:8][C:7]1[C:2]2[N:3]([CH:10]=[C:11]([C:13]3[CH:18]=[CH:17][C:16]([F:19])=[CH:15][CH:14]=3)[N:1]=2)[CH:4]=[CH:5][CH:6]=1. The yield is 0.800. (8) The reactants are C(Cl)Cl.[C:4]([O:7][C:8]1[CH:27]=[CH:26][C:11]([C:12]2[CH2:13][O:14][C:15]3[C:20]([CH:21]=2)=[CH:19][CH:18]=[C:17]([O:22][C:23](=[O:25])[CH3:24])[CH:16]=3)=[CH:10][CH:9]=1)(=[O:6])[CH3:5].C1C=CC([C+](C2C=CC=CC=2)C2C=CC=CC=2)=CC=1.F[P-](F)(F)(F)(F)F.[CH2:54]([OH:56])[CH3:55]. No catalyst specified. The product is [C:4]([O:7][C:8]1[CH:27]=[CH:26][C:11]([C:12]2[CH:13]([O:56][CH2:54][CH3:55])[O:14][C:15]3[C:20]([CH:21]=2)=[CH:19][CH:18]=[C:17]([O:22][C:23](=[O:25])[CH3:24])[CH:16]=3)=[CH:10][CH:9]=1)(=[O:6])[CH3:5]. The yield is 0.630.